This data is from Forward reaction prediction with 1.9M reactions from USPTO patents (1976-2016). The task is: Predict the product of the given reaction. (1) Given the reactants [Cl:1][C:2]1[N:10]=[C:9]2[C:5]([N:6]=[CH:7][NH:8]2)=[C:4]([Cl:11])[N:3]=1.O.C1(C)C=CC(S(O)(=O)=O)=CC=1.[O:24]1[CH:29]=[CH:28][CH2:27][CH2:26][CH2:25]1.C(=O)([O-])O.[Na+], predict the reaction product. The product is: [Cl:1][C:2]1[N:10]=[C:9]2[C:5]([N:6]=[CH:7][N:8]2[CH:25]2[CH2:26][CH2:27][CH2:28][CH2:29][O:24]2)=[C:4]([Cl:11])[N:3]=1. (2) The product is: [C:26]([O-:31])(=[O:30])[CH:27]([CH3:29])[OH:28].[CH2:18]([NH+:9]([CH2:1][CH2:2][CH2:3][CH2:4][CH2:5][CH2:6][CH2:7][CH3:8])[CH2:10][CH2:11][CH2:12][CH2:13][CH2:14][CH2:15][CH2:16][CH3:17])[CH2:19][CH2:20][CH2:21][CH2:22][CH2:23][CH2:24][CH3:25]. Given the reactants [CH2:1]([N:9]([CH2:18][CH2:19][CH2:20][CH2:21][CH2:22][CH2:23][CH2:24][CH3:25])[CH2:10][CH2:11][CH2:12][CH2:13][CH2:14][CH2:15][CH2:16][CH3:17])[CH2:2][CH2:3][CH2:4][CH2:5][CH2:6][CH2:7][CH3:8].[C:26]([OH:31])(=[O:30])[C@H:27]([CH3:29])[OH:28], predict the reaction product. (3) Given the reactants I[C:2]1[C:10]2[C:5](=[CH:6][C:7]([CH:11]=[O:12])=[CH:8][CH:9]=2)[NH:4][N:3]=1.[Cu](C#N)[C:14]#[N:15].O, predict the reaction product. The product is: [CH:11]([C:7]1[CH:6]=[C:5]2[C:10]([C:2]([C:14]#[N:15])=[N:3][NH:4]2)=[CH:9][CH:8]=1)=[O:12]. (4) Given the reactants [Br:1][C:2]1[CH:7]=[CH:6][C:5]([NH:8][C:9]2[O:10][C:11]3[C:17]([CH2:18][CH2:19][CH2:20]OS(C)(=O)=O)=[CH:16][C:15]([CH3:26])=[CH:14][C:12]=3[N:13]=2)=[CH:4][CH:3]=1.[NH:27]1[CH2:32][CH2:31][O:30][CH2:29][CH2:28]1, predict the reaction product. The product is: [Br:1][C:2]1[CH:3]=[CH:4][C:5]([NH:8][C:9]2[O:10][C:11]3[C:17]([CH2:18][CH2:19][CH2:20][N:27]4[CH2:32][CH2:31][O:30][CH2:29][CH2:28]4)=[CH:16][C:15]([CH3:26])=[CH:14][C:12]=3[N:13]=2)=[CH:6][CH:7]=1.